From a dataset of Full USPTO retrosynthesis dataset with 1.9M reactions from patents (1976-2016). Predict the reactants needed to synthesize the given product. (1) Given the product [CH3:1][S:2]([C:5]1[CH:37]=[CH:36][C:8]([O:9][C:10]2[C:11]([CH:24]3[CH2:28][CH2:27][CH2:26][N:25]3[C:29](=[O:31])[CH3:40])=[CH:12][C:13]3[NH:17][C:16]([C:18]4[CH:22]=[CH:21][NH:20][N:19]=4)=[N:15][C:14]=3[CH:23]=2)=[CH:7][CH:6]=1)(=[O:3])=[O:4], predict the reactants needed to synthesize it. The reactants are: [CH3:1][S:2]([C:5]1[CH:37]=[CH:36][C:8]([O:9][C:10]2[C:11]([CH:24]3[CH2:28][CH2:27][CH2:26][N:25]3[C:29]([O:31]C(C)(C)C)=O)=[CH:12][C:13]3[NH:17][C:16]([C:18]4[CH:22]=[CH:21][NH:20][N:19]=4)=[N:15][C:14]=3[CH:23]=2)=[CH:7][CH:6]=1)(=[O:4])=[O:3].Cl.O1CCOC[CH2:40]1. (2) The reactants are: [CH2:1]([C:3]1[C:8]([C:9]2[CH:10]=[N:11][C:12]([C:15]3[CH:20]=[CH:19][C:18]([O:21][CH:22]([CH3:24])[CH3:23])=[C:17]([C:25]([F:28])([F:27])[F:26])[CH:16]=3)=[N:13][CH:14]=2)=[CH:7][CH:6]=[CH:5][C:4]=1[CH2:29][NH:30][CH2:31][CH2:32][C:33]([O:35]CC)=[O:34])[CH3:2].[OH-].[Na+]. Given the product [CH2:1]([C:3]1[C:8]([C:9]2[CH:10]=[N:11][C:12]([C:15]3[CH:20]=[CH:19][C:18]([O:21][CH:22]([CH3:24])[CH3:23])=[C:17]([C:25]([F:26])([F:27])[F:28])[CH:16]=3)=[N:13][CH:14]=2)=[CH:7][CH:6]=[CH:5][C:4]=1[CH2:29][NH:30][CH2:31][CH2:32][C:33]([OH:35])=[O:34])[CH3:2], predict the reactants needed to synthesize it. (3) The reactants are: [Br:1][C:2]1[CH:7]=[CH:6][C:5]([CH2:8][CH2:9][CH2:10][C:11]([NH:13][C:14]2[CH:15]=[CH:16][C:17]([S:30][CH2:31][CH3:32])=[C:18]([CH:29]=2)[CH2:19][N:20]([CH3:28])[C:21](=[O:27])[O:22][C:23]([CH3:26])([CH3:25])[CH3:24])=[O:12])=[CH:4][CH:3]=1.[C:33](OC(=O)N(CC1C=C(N)C=CC=1SC(C)C)C)(C)(C)C.BrC1C=CC(C(CC)C(O)=O)=CC=1. Given the product [Br:1][C:2]1[CH:3]=[CH:4][C:5]([CH2:8][CH2:9][CH2:10][C:11]([NH:13][C:14]2[CH:15]=[CH:16][C:17]([S:30][CH:31]([CH3:33])[CH3:32])=[C:18]([CH:29]=2)[CH2:19][N:20]([CH3:28])[C:21](=[O:27])[O:22][C:23]([CH3:26])([CH3:25])[CH3:24])=[O:12])=[CH:6][CH:7]=1, predict the reactants needed to synthesize it. (4) Given the product [F:1][C:2]1[CH:14]=[CH:13][C:5]2[S:6][C:7]([CH2:10][N:11]([CH3:12])[C:28](=[O:30])/[CH:27]=[CH:26]/[C:23]3[CH:24]=[N:25][C:18]4[NH:17][C:16](=[O:15])[CH2:21][O:20][C:19]=4[CH:22]=3)=[C:8]([CH3:9])[C:4]=2[CH:3]=1, predict the reactants needed to synthesize it. The reactants are: [F:1][C:2]1[CH:14]=[CH:13][C:5]2[S:6][C:7]([CH2:10][NH:11][CH3:12])=[C:8]([CH3:9])[C:4]=2[CH:3]=1.[O:15]=[C:16]1[CH2:21][O:20][C:19]2[CH:22]=[C:23](/[CH:26]=[CH:27]/[C:28]([OH:30])=O)[CH:24]=[N:25][C:18]=2[NH:17]1.ON1C2C=CC=CC=2N=N1.C(N(C(C)C)CC)(C)C.CN(C)CCCN=C=NCC.